From a dataset of Forward reaction prediction with 1.9M reactions from USPTO patents (1976-2016). Predict the product of the given reaction. (1) The product is: [C:36]([N:31]1[CH2:32][C@H:33]([CH3:34])[N:28]([CH2:27][CH2:26][CH2:25][N:22]2[C:15]3[N:16]=[C:17]([NH:20][CH3:21])[N:18]=[CH:19][C:14]=3[CH:13]=[C:12]([C:3]3[CH:4]=[C:5]([O:10][CH3:11])[CH:6]=[C:7]([O:8][CH3:9])[C:2]=3[Cl:1])[C:23]2=[O:24])[C@H:29]([CH3:35])[CH2:30]1)(=[O:39])[CH:37]=[CH2:38]. Given the reactants [Cl:1][C:2]1[C:7]([O:8][CH3:9])=[CH:6][C:5]([O:10][CH3:11])=[CH:4][C:3]=1[C:12]1[C:23](=[O:24])[N:22]([CH2:25][CH2:26][CH2:27][N:28]2[C@@H:33]([CH3:34])[CH2:32][NH:31][CH2:30][C@H:29]2[CH3:35])[C:15]2[N:16]=[C:17]([NH:20][CH3:21])[N:18]=[CH:19][C:14]=2[CH:13]=1.[C:36](Cl)(=[O:39])[CH:37]=[CH2:38], predict the reaction product. (2) Given the reactants [OH-].[Na+].[CH2:3]([C:5]1[CH:23]=[C:8]2[C:9]([C:15](=[O:22])[CH:16](C)[C:17](OC)=O)=[CH:10][CH:11]=[C:12]([O:13][CH3:14])[N:7]2[N:6]=1)[CH3:4].Cl, predict the reaction product. The product is: [CH2:3]([C:5]1[CH:23]=[C:8]2[C:9]([C:15](=[O:22])[CH2:16][CH3:17])=[CH:10][CH:11]=[C:12]([O:13][CH3:14])[N:7]2[N:6]=1)[CH3:4]. (3) The product is: [Br:1][C:2]1[CH:7]=[CH:6][C:5]([S:8][C:13]2[CH:12]=[CH:11][C:10]([F:9])=[CH:15][C:14]=2[F:16])=[CH:4][CH:3]=1. Given the reactants [Br:1][C:2]1[CH:7]=[CH:6][C:5]([SH:8])=[CH:4][CH:3]=1.[F:9][C:10]1[CH:15]=[C:14]([F:16])[CH:13]=[CH:12][C:11]=1I.CC(CCC)C(=O)C(=O)C(C)(C)C.C(=O)([O-])[O-].[Cs+].[Cs+], predict the reaction product. (4) Given the reactants Br[C:2]1[CH:10]=[C:9]2[C:5]([CH2:6][N:7]3[C:13]([C:14]4[C:15]([C:20]5[CH:25]=[CH:24][CH:23]=[CH:22][CH:21]=5)=[N:16][O:17][C:18]=4[CH3:19])=[N:12][N:11]=[C:8]32)=[CH:4][CH:3]=1.[B:26]1([B:26]2[O:31][CH2:30][C:29]([CH3:33])([CH3:32])[CH2:28][O:27]2)[O:31][CH2:30][C:29]([CH3:33])([CH3:32])[CH2:28][O:27]1.CC([O-])=O.[K+], predict the reaction product. The product is: [CH3:32][C:29]1([CH3:33])[CH2:30][O:31][B:26]([C:2]2[CH:10]=[C:9]3[C:5]([CH2:6][N:7]4[C:13]([C:14]5[C:15]([C:20]6[CH:25]=[CH:24][CH:23]=[CH:22][CH:21]=6)=[N:16][O:17][C:18]=5[CH3:19])=[N:12][N:11]=[C:8]43)=[CH:4][CH:3]=2)[O:27][CH2:28]1. (5) The product is: [CH3:32][C:16]1[CH:15]=[C:14]([S:13][C:10]2[CH:11]=[CH:12][C:7]([O:6][CH2:5][C:4]([OH:36])=[O:3])=[C:8]([CH2:33][CH2:34][CH3:35])[CH:9]=2)[CH:19]=[CH:18][C:17]=1[O:20][CH2:21][C:22]1[CH:23]=[CH:24][C:25]([C:28]([F:30])([F:31])[F:29])=[CH:26][CH:27]=1. Given the reactants C([O:3][C:4](=[O:36])[CH2:5][O:6][C:7]1[CH:12]=[CH:11][C:10]([S:13][C:14]2[CH:19]=[CH:18][C:17]([O:20][CH2:21][C:22]3[CH:27]=[CH:26][C:25]([C:28]([F:31])([F:30])[F:29])=[CH:24][CH:23]=3)=[C:16]([CH3:32])[CH:15]=2)=[CH:9][C:8]=1[CH2:33][CH2:34][CH3:35])C.[Li+].[OH-].O.Cl, predict the reaction product. (6) Given the reactants [CH2:1]([C:5]([CH2:10][CH3:11])([CH2:8][OH:9])[CH2:6][OH:7])[CH2:2][CH2:3][CH3:4].[P:12](Cl)(Cl)Cl.[CH2:16]([CH:25]1[CH2:30][CH2:29][CH:28]([OH:31])[CH2:27][CH2:26]1)[CH2:17][CH2:18][CH2:19][CH2:20][CH2:21][CH2:22][CH2:23][CH3:24].C(N(CC)CC)C, predict the reaction product. The product is: [CH2:1]([C:5]1([CH2:10][CH3:11])[CH2:6][O:7][P:12]([O:31][CH:28]2[CH2:27][CH2:26][CH:25]([CH2:16][CH2:17][CH2:18][CH2:19][CH2:20][CH2:21][CH2:22][CH2:23][CH3:24])[CH2:30][CH2:29]2)[O:9][CH2:8]1)[CH2:2][CH2:3][CH3:4]. (7) Given the reactants [CH3:1][C:2]1[C:7]2[NH:8][C:9]3[C:14]([C:6]=2[CH:5]=[CH:4][N:3]=1)=[CH:13][CH:12]=[C:11]([OH:15])[CH:10]=3.N1C=CC=CC=1.[F:22][C:23]([F:36])([F:35])[S:24](O[S:24]([C:23]([F:36])([F:35])[F:22])(=[O:26])=[O:25])(=[O:26])=[O:25], predict the reaction product. The product is: [F:22][C:23]([F:36])([F:35])[S:24]([O:15][C:11]1[CH:10]=[C:9]2[C:14]([C:6]3[CH:5]=[CH:4][N:3]=[C:2]([CH3:1])[C:7]=3[NH:8]2)=[CH:13][CH:12]=1)(=[O:26])=[O:25]. (8) The product is: [C:31]([O:35][C:36](=[O:49])[CH2:37][O:38][C:39]1[CH:44]=[CH:43][C:42]([C:45]#[N:46])=[CH:41][C:40]=1[C:47]#[C:48][C:51]1[CH:52]=[N:53][CH:54]=[CH:55][C:56]=1[CH3:57])([CH3:34])([CH3:33])[CH3:32]. Given the reactants C(OC(=O)COC1C=CC(Cl)=CC=1C#CC1C=CC=C(S(CCC)(=O)=O)C=1)(C)(C)C.[C:31]([O:35][C:36](=[O:49])[CH2:37][O:38][C:39]1[CH:44]=[CH:43][C:42]([C:45]#[N:46])=[CH:41][C:40]=1[C:47]#[CH:48])([CH3:34])([CH3:33])[CH3:32].Br[C:51]1[CH:52]=[N:53][CH:54]=[CH:55][C:56]=1[CH3:57], predict the reaction product.